Dataset: Full USPTO retrosynthesis dataset with 1.9M reactions from patents (1976-2016). Task: Predict the reactants needed to synthesize the given product. (1) Given the product [C:23]1([C:18]2[C:17]([NH:16][CH2:15][CH2:14][O:13][C:10]3[CH:9]=[CH:8][C:7]([CH2:6][CH2:5][CH2:4][C:3]([OH:29])=[O:2])=[CH:12][CH:11]=3)=[CH:22][CH:21]=[CH:20][N:19]=2)[CH:24]=[CH:25][CH:26]=[CH:27][CH:28]=1, predict the reactants needed to synthesize it. The reactants are: C[O:2][C:3](=[O:29])[CH2:4][CH2:5][CH2:6][C:7]1[CH:12]=[CH:11][C:10]([O:13][CH2:14][CH2:15][NH:16][C:17]2[C:18]([C:23]3[CH:28]=[CH:27][CH:26]=[CH:25][CH:24]=3)=[N:19][CH:20]=[CH:21][CH:22]=2)=[CH:9][CH:8]=1.[OH-].[Na+]. (2) Given the product [Br:1][C:2]1[S:6][C:5]([CH2:7][C:9]2[CH:14]=[CH:13][C:12]([CH2:15][CH2:16][CH3:17])=[CH:11][CH:10]=2)=[C:4]([CH3:18])[CH:3]=1, predict the reactants needed to synthesize it. The reactants are: [Br:1][C:2]1[S:6][C:5]([C:7]([C:9]2[CH:14]=[CH:13][C:12]([CH2:15][CH2:16][CH3:17])=[CH:11][CH:10]=2)=O)=[C:4]([CH3:18])[CH:3]=1.C([SiH](CC)CC)C.B(F)(F)F.C([O-])([O-])=O.[K+].[K+]. (3) Given the product [NH2:36][C:34](=[O:35])[C@@H:33]([NH:32][C:27](=[O:29])[C:26]1[CH:30]=[CH:31][C:23]([C:20]2[CH:21]=[N:22][C:17]3[N:18]([C:14]([C:11]4([C:7]5[CH:6]=[C:5]6[C:10](=[CH:9][CH:8]=5)[N:1]=[CH:2][CH:3]=[CH:4]6)[CH2:12][CH2:13]4)=[N:15][N:16]=3)[N:19]=2)=[CH:24][CH:25]=1)[CH3:37], predict the reactants needed to synthesize it. The reactants are: [N:1]1[C:10]2[C:5](=[CH:6][C:7]([C:11]3([C:14]4[N:18]5[N:19]=[C:20]([C:23]6[CH:31]=[CH:30][C:26]([C:27]([OH:29])=O)=[CH:25][CH:24]=6)[CH:21]=[N:22][C:17]5=[N:16][N:15]=4)[CH2:13][CH2:12]3)=[CH:8][CH:9]=2)[CH:4]=[CH:3][CH:2]=1.[NH2:32][C@@H:33]([CH3:37])[C:34]([NH2:36])=[O:35].F[P-](F)(F)(F)(F)F.N1(O[P+](N(C)C)(N(C)C)N(C)C)C2C=CC=CC=2N=N1.C(N(CC)C(C)C)(C)C. (4) Given the product [N:1]1[CH:6]=[CH:5][C:4]([N:7]2[CH2:8][CH2:9][N:10]([S:13]([NH2:16])(=[O:15])=[O:14])[CH2:11][CH2:12]2)=[CH:3][CH:2]=1, predict the reactants needed to synthesize it. The reactants are: [N:1]1[CH:6]=[CH:5][C:4]([N:7]2[CH2:12][CH2:11][NH:10][CH2:9][CH2:8]2)=[CH:3][CH:2]=1.[S:13](N)([NH2:16])(=[O:15])=[O:14]. (5) Given the product [CH2:1]([O:11][C:12]1[CH:13]=[CH:14][C:15]([C:18]2[N:23]=[CH:22][C:21]([O:24][CH2:25][CH2:26][CH2:27][CH2:28][CH2:29][CH2:30][Si:31]([CH3:48])([CH3:49])[CH2:32][CH2:33][C:34]([F:45])([F:46])[C:35]([F:44])([F:43])[C:36]([F:41])([F:42])[C:37]([F:38])([F:39])[F:40])=[CH:20][N:19]=2)=[CH:16][CH:17]=1)[CH2:2][CH2:3][CH2:4][CH2:5][CH2:6][CH2:7][CH2:8][CH2:9][CH3:10], predict the reactants needed to synthesize it. The reactants are: [CH2:1]([O:11][C:12]1[CH:17]=[CH:16][C:15]([C:18]2[N:23]=[CH:22][C:21]([O:24][CH2:25][CH2:26][CH2:27][CH2:28][CH2:29][CH2:30][Si:31]([CH3:49])([CH3:48])[CH:32](I)[CH2:33][C:34]([F:46])([F:45])[C:35]([F:44])([F:43])[C:36]([F:42])([F:41])[C:37]([F:40])([F:39])[F:38])=[CH:20][N:19]=2)=[CH:14][CH:13]=1)[CH2:2][CH2:3][CH2:4][CH2:5][CH2:6][CH2:7][CH2:8][CH2:9][CH3:10].[H-].[Al+3].[Li+].[H-].[H-].[H-]. (6) Given the product [Cl:1][C:2]1[C:3]([C:11]2[CH:12]=[C:13]([N:17]3[CH:22]=[C:21]([O:23][CH2:24][C:25]4[CH:30]=[CH:29][C:28]([O:31][CH3:32])=[CH:27][CH:26]=4)[C:20](=[O:33])[CH:19]=[C:18]3[CH:34]=[O:35])[CH:14]=[CH:15][CH:16]=2)=[C:4]2[CH:10]=[CH:9][NH:8][C:5]2=[N:6][CH:7]=1, predict the reactants needed to synthesize it. The reactants are: [Cl:1][C:2]1[C:3]([C:11]2[CH:12]=[C:13]([N:17]3[CH:22]=[C:21]([O:23][CH2:24][C:25]4[CH:30]=[CH:29][C:28]([O:31][CH3:32])=[CH:27][CH:26]=4)[C:20](=[O:33])[CH:19]=[C:18]3[CH2:34][OH:35])[CH:14]=[CH:15][CH:16]=2)=[C:4]2[CH:10]=[CH:9][NH:8][C:5]2=[N:6][CH:7]=1.I(C1C=CC=CC=1C(O)=O)(=O)=O.